Dataset: Full USPTO retrosynthesis dataset with 1.9M reactions from patents (1976-2016). Task: Predict the reactants needed to synthesize the given product. Given the product [Cl:31][C:28]1[CH:29]=[CH:30][C:25]([NH:24][C:22]([NH:21][C:19]2[CH:18]=[CH:17][C:15]3[N:16]=[C:12]([NH:11][C:2]4[N:10]=[CH:9][N:8]=[C:7]5[C:3]=4[N:4]=[CH:5][NH:6]5)[S:13][C:14]=3[CH:20]=2)=[O:23])=[CH:26][C:27]=1[C:32]([F:34])([F:33])[F:35], predict the reactants needed to synthesize it. The reactants are: Cl[C:2]1[N:10]=[CH:9][N:8]=[C:7]2[C:3]=1[NH:4][CH:5]=[N:6]2.[NH2:11][C:12]1[S:13][C:14]2[CH:20]=[C:19]([NH:21][C:22]([NH:24][C:25]3[CH:30]=[CH:29][C:28]([Cl:31])=[C:27]([C:32]([F:35])([F:34])[F:33])[CH:26]=3)=[O:23])[CH:18]=[CH:17][C:15]=2[N:16]=1.